From a dataset of Forward reaction prediction with 1.9M reactions from USPTO patents (1976-2016). Predict the product of the given reaction. (1) Given the reactants CC(C)([O-])C.[Na+].C1(P(C2C=CC=CC=2)C2C=CC3C(=CC=CC=3)C=2C2C3C(=CC=CC=3)C=CC=2P(C2C=CC=CC=2)C2C=CC=CC=2)C=CC=CC=1.Br[C:54]1[CH:73]=[C:72]([F:74])[CH:71]=[CH:70][C:55]=1[O:56][CH:57]1[CH2:62][CH2:61][N:60]([C:63]([O:65][C:66]([CH3:69])([CH3:68])[CH3:67])=[O:64])[CH2:59][CH2:58]1.[NH:75]1[CH2:80][CH2:79][O:78][CH2:77][CH2:76]1, predict the reaction product. The product is: [F:74][C:72]1[CH:71]=[CH:70][C:55]([O:56][CH:57]2[CH2:62][CH2:61][N:60]([C:63]([O:65][C:66]([CH3:69])([CH3:68])[CH3:67])=[O:64])[CH2:59][CH2:58]2)=[C:54]([N:75]2[CH2:80][CH2:79][O:78][CH2:77][CH2:76]2)[CH:73]=1. (2) Given the reactants Cl[C:2]1[N:7]=[CH:6][N:5]=[C:4]([NH:8][C:9]2[CH:14]=[CH:13][C:12]([P:15]([CH3:18])([CH3:17])=[O:16])=[CH:11][CH:10]=2)[N:3]=1.C([N:21]([CH2:24][CH3:25])CC)C.Cl.N[C@H:28]1CC[O:30][CH2:29]1, predict the reaction product. The product is: [CH3:17][P:15]([C:12]1[CH:13]=[CH:14][C:9]([NH:8][C:4]2[N:3]=[C:2]([NH:21][CH:24]3[CH2:25][CH2:28][CH2:29][O:30]3)[N:7]=[CH:6][N:5]=2)=[CH:10][CH:11]=1)([CH3:18])=[O:16]. (3) Given the reactants [CH:1]1([NH:6][C:7]([C:9]2[CH:10]=[C:11]([C@@H:15]3[CH2:17][C@H:16]3[N:18]([CH2:26][CH:27]3[CH2:29][CH2:28]3)C(=O)OC(C)(C)C)[CH:12]=[CH:13][CH:14]=2)=[O:8])[CH2:5][CH2:4][CH2:3][CH2:2]1.[ClH:30].C(OCC)(=O)C, predict the reaction product. The product is: [ClH:30].[CH:1]1([NH:6][C:7](=[O:8])[C:9]2[CH:14]=[CH:13][CH:12]=[C:11]([C@@H:15]3[CH2:17][C@H:16]3[NH:18][CH2:26][CH:27]3[CH2:28][CH2:29]3)[CH:10]=2)[CH2:2][CH2:3][CH2:4][CH2:5]1.